From a dataset of Forward reaction prediction with 1.9M reactions from USPTO patents (1976-2016). Predict the product of the given reaction. (1) The product is: [Cl:1][C:2]1[C:3]([F:35])=[C:4]([C@@H:8]2[C@:12]([C:15]3[CH:20]=[CH:19][C:18]([Cl:21])=[CH:17][C:16]=3[F:22])([C:13]#[N:14])[C@H:11]([CH2:23][C:24]([CH3:25])([CH3:26])[CH3:27])[CH2:10][N:9]2[CH2:28][C:48]([NH2:46])=[O:52])[CH:5]=[CH:6][CH:7]=1. Given the reactants [Cl:1][C:2]1[C:3]([F:35])=[C:4]([C@@H:8]2[C@:12]([C:15]3[CH:20]=[CH:19][C:18]([Cl:21])=[CH:17][C:16]=3[F:22])([C:13]#[N:14])[C@H:11]([CH2:23][C:24]([CH3:27])([CH3:26])[CH3:25])[CH2:10][N:9]2[C:28](NCC(O)=O)=O)[CH:5]=[CH:6][CH:7]=1.CCN(C(C)C)C(C)C.C[N:46]([C:48]([O:52]N1N=NC2C=CC=NC1=2)=[N+](C)C)C.F[P-](F)(F)(F)(F)F.[Cl-].[NH4+], predict the reaction product. (2) Given the reactants [CH2:1]([NH:8][C:9]1[C:10]([NH2:16])=[CH:11][CH:12]=[C:13]([F:15])[CH:14]=1)[C:2]1[CH:7]=[CH:6][CH:5]=[CH:4][CH:3]=1.[C:17]([O:21][C:22]([NH:24][C@@H:25]([CH3:29])[C:26](O)=[O:27])=[O:23])([CH3:20])([CH3:19])[CH3:18].C1C=NC2N(O)N=NC=2C=1.CN(C)CCCN=C=NCC, predict the reaction product. The product is: [C:17]([O:21][C:22](=[O:23])[NH:24][C@H:25]([C:26](=[O:27])[NH:16][C:10]1[CH:11]=[CH:12][C:13]([F:15])=[CH:14][C:9]=1[NH:8][CH2:1][C:2]1[CH:3]=[CH:4][CH:5]=[CH:6][CH:7]=1)[CH3:29])([CH3:18])([CH3:19])[CH3:20]. (3) Given the reactants [F:1][C:2]1[CH:19]=[C:18]([N+:20]([O-])=O)[C:17]([F:23])=[CH:16][C:3]=1[O:4][C:5]1[CH:10]=[CH:9][N:8]=[C:7]([NH:11][C:12](=[O:15])[CH2:13][CH3:14])[CH:6]=1.[NH4+].[Cl-], predict the reaction product. The product is: [NH2:20][C:18]1[C:17]([F:23])=[CH:16][C:3]([O:4][C:5]2[CH:10]=[CH:9][N:8]=[C:7]([NH:11][C:12](=[O:15])[CH2:13][CH3:14])[CH:6]=2)=[C:2]([F:1])[CH:19]=1. (4) Given the reactants C(O[C:4]([C:6]1[C:11]([NH:12][C:13]2[CH:14]=[N:15][CH:16]=[N:17][CH:18]=2)=[CH:10][CH:9]=[C:8]([CH3:19])[N:7]=1)=[O:5])C.[NH2:20][C:21]1[S:22][CH:23]=[C:24]([CH3:26])[N:25]=1, predict the reaction product. The product is: [CH3:26][C:24]1[N:25]=[C:21]([NH:20][C:4]([C:6]2[C:11]([NH:12][C:13]3[CH:18]=[N:17][CH:16]=[N:15][CH:14]=3)=[CH:10][CH:9]=[C:8]([CH3:19])[N:7]=2)=[O:5])[S:22][CH:23]=1. (5) Given the reactants ClC1C=CC(N(CC)C([C@@H]2C3C(=CC=CC=3)N([C:21]([C:23]3[S:27][C:26]4[CH:28]=[CH:29][CH:30]=[CH:31][C:25]=4[CH:24]=3)=[O:22])[C@@H](C)C2)=O)=CC=1.C1C=C2C=C(C(O)=O)SC2=CC=1.C(Cl)(=O)C([Cl:50])=O.CN(C)C=O, predict the reaction product. The product is: [S:27]1[C:23]([C:21]([Cl:50])=[O:22])=[CH:24][C:25]2[CH:31]=[CH:30][CH:29]=[CH:28][C:26]1=2. (6) Given the reactants F[C:2]1[C:7](F)=[CH:6][C:5]([C:9]2[CH:14]=[CH:13][N:12]=[CH:11][C:10]=2[N:15](CCS(C)(=O)=O)[C:16](=O)C2C=C(C(F)(F)F)N=C(C(F)(F)F)C=2)=[C:4]([O:38][CH3:39])[CH:3]=1.[F:40]C1C=CC=C(OC)C=1B(O)O, predict the reaction product. The product is: [F:40][C:6]1[CH:7]=[CH:2][CH:3]=[C:4]([O:38][CH3:39])[C:5]=1[C:9]1[CH:14]=[CH:13][N:12]=[CH:11][C:10]=1[NH:15][CH3:16]. (7) Given the reactants C([CH:5]1[CH2:10][CH2:9][CH:8]([C:11]2[CH:12]=[C:13]([NH:17][C:18](=[O:29])[CH2:19][C:20]3[CH:25]=[CH:24][C:23]([OH:26])=[C:22]([O:27][CH3:28])[CH:21]=3)[CH:14]=[CH:15][CH:16]=2)[CH2:7][CH2:6]1)(C)(C)C.[OH:30][C:31]1C=CC(CC(NC2C=CC=C(C3C=CC=CC=3)C=2)=O)=C[C:32]=1OC, predict the reaction product. The product is: [C:31]([O:26][C:23]1[CH:24]=[CH:25][C:20]([CH2:19][C:18]([NH:17][C:13]2[CH:14]=[CH:15][CH:16]=[C:11]([C:8]3[CH:7]=[CH:6][CH:5]=[CH:10][CH:9]=3)[CH:12]=2)=[O:29])=[CH:21][C:22]=1[O:27][CH3:28])(=[O:30])[CH3:32]. (8) The product is: [CH3:24][O:23][C:21]1[CH:20]=[CH:19][C:18]2=[C:17]([CH:22]=1)[NH:16][C:14](=[O:15])[C@@H:13]([CH3:38])[NH:12][C:10](=[O:11])[CH2:9][NH:8][C:30](=[O:31])[CH2:29][CH2:28][CH2:27][CH:26]=[CH:25]2. Given the reactants C(OC([NH:8][CH2:9][C:10]([NH:12][C@H:13]([CH3:38])[C:14]([NH:16][C:17]1[CH:22]=[C:21]([O:23][CH3:24])[CH:20]=[CH:19][C:18]=1/[CH:25]=[CH:26]/[CH2:27][CH2:28][CH2:29][C:30](OCC(Cl)(Cl)Cl)=[O:31])=[O:15])=[O:11])=O)(C)(C)C.FC(F)(F)C(O)=O, predict the reaction product. (9) Given the reactants Cl[C:2]1C=CC2SC=C(CN3CCN(C4SC(C(O)=O)=C(C)N=4)C3=O)C=2C=1.[NH:27]1[C:35]2[C:30](=[CH:31][CH:32]=[CH:33][CH:34]=2)[C:29]([CH2:36][CH2:37][N:38]2[CH2:42][CH2:41][N:40]([C:43]3[S:44][C:45]([C:49](O)=[O:50])=[C:46](C)[N:47]=3)[C:39]2=[O:52])=[CH:28]1.[N:53]1[CH:58]=[CH:57][CH:56]=[C:55]([CH2:59][NH2:60])[CH:54]=1, predict the reaction product. The product is: [NH:27]1[C:35]2[C:30](=[CH:31][CH:32]=[CH:33][CH:34]=2)[C:29]([CH2:36][CH2:37][N:38]2[CH2:42][CH2:41][N:40]([C:43]3[SH:44]([CH3:2])[C:45]([C:49]([NH:60][CH2:59][C:55]4[CH:54]=[N:53][CH:58]=[CH:57][CH:56]=4)=[O:50])=[CH:46][N:47]=3)[C:39]2=[O:52])=[CH:28]1.